Dataset: Peptide-MHC class I binding affinity with 185,985 pairs from IEDB/IMGT. Task: Regression. Given a peptide amino acid sequence and an MHC pseudo amino acid sequence, predict their binding affinity value. This is MHC class I binding data. (1) The peptide sequence is KTNTKHCPKI. The MHC is HLA-A02:03 with pseudo-sequence HLA-A02:03. The binding affinity (normalized) is 0.141. (2) The peptide sequence is EIPDVLNSL. The MHC is HLA-B57:01 with pseudo-sequence HLA-B57:01. The binding affinity (normalized) is 0.0847.